Dataset: Forward reaction prediction with 1.9M reactions from USPTO patents (1976-2016). Task: Predict the product of the given reaction. (1) Given the reactants [Cl:1][C:2]1[CH:3]=[CH:4][C:5]([C:8]2[O:16][C:15]3[CH:14]=[CH:13][NH:12][C:11](=[O:17])[C:10]=3[CH:9]=2)=[N:6][CH:7]=1.[CH:18]1([C:21]2[N:22]=[C:23]3[CH:28]=[CH:27][C:26](I)=[CH:25][N:24]3[C:30]=2[CH3:31])[CH2:20][CH2:19]1.CNCCNC.C(=O)([O-])[O-].[K+].[K+], predict the reaction product. The product is: [Cl:1][C:2]1[CH:3]=[CH:4][C:5]([C:8]2[O:16][C:15]3[CH:14]=[CH:13][N:12]([C:26]4[CH:27]=[CH:28][C:23]5[N:24]([C:30]([CH3:31])=[C:21]([CH:18]6[CH2:20][CH2:19]6)[N:22]=5)[CH:25]=4)[C:11](=[O:17])[C:10]=3[CH:9]=2)=[N:6][CH:7]=1. (2) Given the reactants [Cl:1][C:2]1[CH:11]=[C:10]([O:12][CH:13]([CH3:15])[CH3:14])[C:9]([N:16]2[CH:20]=[CH:19][CH:18]=[N:17]2)=[CH:8][C:3]=1[C:4](OC)=[O:5].[NH3:21], predict the reaction product. The product is: [Cl:1][C:2]1[CH:11]=[C:10]([O:12][CH:13]([CH3:15])[CH3:14])[C:9]([N:16]2[CH:20]=[CH:19][CH:18]=[N:17]2)=[CH:8][C:3]=1[C:4]([NH2:21])=[O:5]. (3) Given the reactants [NH2:1][CH2:2][CH:3]1[CH2:8][CH2:7][CH:6]([F:9])[CH2:5][N:4]1[C:10]([C:12]1[N:13]=[C:14]([CH3:23])[S:15][C:16]=1[C:17]1[CH:22]=[CH:21][CH:20]=[CH:19][CH:18]=1)=[O:11].Cl[C:25]1[CH:30]=[CH:29][C:28]([C:31]([F:34])([F:33])[F:32])=[CH:27][N:26]=1.C([O-])([O-])=O.[Cs+].[Cs+], predict the reaction product. The product is: [F:9][CH:6]1[CH2:5][N:4]([C:10]([C:12]2[N:13]=[C:14]([CH3:23])[S:15][C:16]=2[C:17]2[CH:22]=[CH:21][CH:20]=[CH:19][CH:18]=2)=[O:11])[CH:3]([CH2:2][NH:1][C:25]2[CH:30]=[CH:29][C:28]([C:31]([F:34])([F:33])[F:32])=[CH:27][N:26]=2)[CH2:8][CH2:7]1.